Dataset: Full USPTO retrosynthesis dataset with 1.9M reactions from patents (1976-2016). Task: Predict the reactants needed to synthesize the given product. (1) Given the product [NH2:1][C:4]1[CH:13]=[CH:12][CH:11]=[C:10]2[C:5]=1[CH:6]=[CH:7][N:8]=[C:9]2[C:14]#[N:15], predict the reactants needed to synthesize it. The reactants are: [N+:1]([C:4]1[CH:13]=[CH:12][CH:11]=[C:10]2[C:5]=1[CH:6]=[CH:7][N:8]=[C:9]2[C:14]#[N:15])([O-])=O.CN(C=O)C.O.O.[Sn](Cl)Cl. (2) Given the product [F:54][CH:2]([F:1])[C:3]1[C:11]2[C:10]([F:12])([F:13])[CH2:9][CH2:8][C:7]([F:14])([F:15])[C:6]=2[N:5]([CH2:16][C:17]([NH:19][C@H:20]([C:30]2[N:35]=[C:34]([C:36]3[CH:41]=[CH:40][NH:39][C:38](=[O:42])[CH:37]=3)[CH:33]=[CH:32][C:31]=2[C:44]2[CH:45]=[C:46]3[C:50](=[CH:51][CH:52]=2)[CH2:49][NH:48][C:47]3=[O:53])[CH2:21][C:22]2[CH:27]=[C:26]([F:28])[CH:25]=[C:24]([F:29])[CH:23]=2)=[O:18])[N:4]=1, predict the reactants needed to synthesize it. The reactants are: [F:1][CH:2]([F:54])[C:3]1[C:11]2[C:10]([F:13])([F:12])[CH2:9][CH2:8][C:7]([F:15])([F:14])[C:6]=2[N:5]([CH2:16][C:17]([NH:19][C@H:20]([C:30]2[N:35]=[C:34]([C:36]3[CH:41]=[CH:40][N:39]=[C:38]([O:42]C)[CH:37]=3)[CH:33]=[CH:32][C:31]=2[C:44]2[CH:45]=[C:46]3[C:50](=[CH:51][CH:52]=2)[CH2:49][NH:48][C:47]3=[O:53])[CH2:21][C:22]2[CH:27]=[C:26]([F:28])[CH:25]=[C:24]([F:29])[CH:23]=2)=[O:18])[N:4]=1.Cl.